This data is from Full USPTO retrosynthesis dataset with 1.9M reactions from patents (1976-2016). The task is: Predict the reactants needed to synthesize the given product. (1) Given the product [CH2:13]([O:12][C:8]1[CH:7]=[C:6]2[C:11](=[CH:10][CH:9]=1)[C:3]([CH2:2][NH:1][C:30](=[O:31])[CH2:29][Cl:28])([OH:20])[CH2:4][CH2:5]2)[C:14]1[CH:15]=[CH:16][CH:17]=[CH:18][CH:19]=1, predict the reactants needed to synthesize it. The reactants are: [NH2:1][CH2:2][C:3]1([OH:20])[C:11]2[C:6](=[CH:7][C:8]([O:12][CH2:13][C:14]3[CH:19]=[CH:18][CH:17]=[CH:16][CH:15]=3)=[CH:9][CH:10]=2)[CH2:5][CH2:4]1.CCN(CC)CC.[Cl:28][CH2:29][C:30](Cl)=[O:31]. (2) Given the product [C:8]([C:10]1[CH:9]=[C:8]2[C:17]3=[C:16]4[C:5](=[CH:6][CH:5]=[C:16]([C:22]5[CH:27]=[CH:26][CH:25]=[CH:24][CH:23]=5)[C:15]4=[CH:14][CH:13]=[C:12]3[CH:11]=1)[CH:6]=[CH:7]2)([CH3:17])([CH3:9])[CH3:7], predict the reactants needed to synthesize it. The reactants are: BrC1[C:15]2[C:16]3=[C:17]4[C:12](=[CH:13][CH:14]=2)[CH:11]=[C:10](C(C)(C)C)[CH:9]=[C:8]4[CH:7]=[CH:6][C:5]3=CC=1.[C:22]1(B(O)O)[CH:27]=[CH:26][CH:25]=[CH:24][CH:23]=1.P([O-])([O-])([O-])=O.[K+].[K+].[K+].CN(C)C=O. (3) Given the product [CH:35]1([NH:34][C:32](=[O:33])[C:31]2[CH:30]=[C:29]([C:22]3[CH:23]=[C:24]4[C:19](=[CH:20][CH:21]=3)[C:18](=[O:43])[N:17]([CH2:16][C:15]([CH3:44])([CH3:45])[CH2:14][OH:13])[CH:26]=[C:25]4[CH2:27][N:59]3[CH2:58][CH2:57][NH:56][CH2:55][C@H:54]3[CH3:53])[C:40]([CH3:41])=[C:39]([F:42])[CH:38]=2)[CH2:37][CH2:36]1, predict the reactants needed to synthesize it. The reactants are: CS(Cl)(=O)=O.[Si]([O:13][CH2:14][C:15]([CH3:45])([CH3:44])[CH2:16][N:17]1[CH:26]=[C:25]([CH2:27]O)[C:24]2[C:19](=[CH:20][CH:21]=[C:22]([C:29]3[CH:30]=[C:31]([CH:38]=[C:39]([F:42])[C:40]=3[CH3:41])[C:32]([NH:34][CH:35]3[CH2:37][CH2:36]3)=[O:33])[CH:23]=2)[C:18]1=[O:43])(C(C)(C)C)(C)C.C(N(CC)CC)C.[CH3:53][C@H:54]1[NH:59][CH2:58][CH2:57][N:56](C(OC(C)(C)C)=O)[CH2:55]1. (4) Given the product [CH3:23][N:21]1[CH:22]=[C:18]([C:15]2[CH:14]=[CH:13][C:12]([NH:11][C:9]3[N:10]=[C:5]([N:4]([C:35]4[CH:40]=[CH:39][CH:38]=[CH:37][CH:36]=4)[CH2:3][CH2:2][OH:1])[C:6]4[CH2:27][NH:26][CH2:25][CH2:24][C:7]=4[N:8]=3)=[CH:17][CH:16]=2)[CH:19]=[N:20]1, predict the reactants needed to synthesize it. The reactants are: [OH:1][CH2:2][CH2:3][N:4]([C:35]1[CH:40]=[CH:39][CH:38]=[CH:37][CH:36]=1)[C:5]1[C:6]2[CH2:27][N:26](C(OC(C)(C)C)=O)[CH2:25][CH2:24][C:7]=2[N:8]=[C:9]([NH:11][C:12]2[CH:17]=[CH:16][C:15]([C:18]3[CH:19]=[N:20][N:21]([CH3:23])[CH:22]=3)=[CH:14][CH:13]=2)[N:10]=1.Cl.